From a dataset of Merck oncology drug combination screen with 23,052 pairs across 39 cell lines. Regression. Given two drug SMILES strings and cell line genomic features, predict the synergy score measuring deviation from expected non-interaction effect. (1) Drug 1: CCC1(O)CC2CN(CCc3c([nH]c4ccccc34)C(C(=O)OC)(c3cc4c(cc3OC)N(C)C3C(O)(C(=O)OC)C(OC(C)=O)C5(CC)C=CCN6CCC43C65)C2)C1. Drug 2: Cn1cc(-c2cnn3c(N)c(Br)c(C4CCCNC4)nc23)cn1. Cell line: LOVO. Synergy scores: synergy=4.63. (2) Drug 1: NC1(c2ccc(-c3nc4ccn5c(=O)[nH]nc5c4cc3-c3ccccc3)cc2)CCC1. Drug 2: Cn1c(=O)n(-c2ccc(C(C)(C)C#N)cc2)c2c3cc(-c4cnc5ccccc5c4)ccc3ncc21. Cell line: MSTO. Synergy scores: synergy=16.8. (3) Drug 1: CCc1c2c(nc3ccc(O)cc13)-c1cc3c(c(=O)n1C2)COC(=O)C3(O)CC. Drug 2: CCc1cnn2c(NCc3ccc[n+]([O-])c3)cc(N3CCCCC3CCO)nc12. Cell line: T47D. Synergy scores: synergy=-36.2. (4) Drug 1: O=S1(=O)NC2(CN1CC(F)(F)F)C1CCC2Cc2cc(C=CCN3CCC(C(F)(F)F)CC3)ccc2C1. Cell line: UWB1289. Synergy scores: synergy=5.77. Drug 2: CS(=O)(=O)CCNCc1ccc(-c2ccc3ncnc(Nc4ccc(OCc5cccc(F)c5)c(Cl)c4)c3c2)o1. (5) Drug 1: CC(C)CC(NC(=O)C(Cc1ccccc1)NC(=O)c1cnccn1)B(O)O. Drug 2: Cc1nc(Nc2ncc(C(=O)Nc3c(C)cccc3Cl)s2)cc(N2CCN(CCO)CC2)n1. Cell line: DLD1. Synergy scores: synergy=13.5. (6) Drug 1: COC1CC2CCC(C)C(O)(O2)C(=O)C(=O)N2CCCCC2C(=O)OC(C(C)CC2CCC(OP(C)(C)=O)C(OC)C2)CC(=O)C(C)C=C(C)C(O)C(OC)C(=O)C(C)CC(C)C=CC=CC=C1C. Drug 2: CCc1cnn2c(NCc3ccc[n+]([O-])c3)cc(N3CCCCC3CCO)nc12. Cell line: DLD1. Synergy scores: synergy=15.2.